From a dataset of Forward reaction prediction with 1.9M reactions from USPTO patents (1976-2016). Predict the product of the given reaction. (1) Given the reactants [O:1]1[C:5]2[CH:6]=[CH:7][CH:8]=[CH:9][C:4]=2[C:3]([CH2:10][CH2:11][C:12]2[N:13]=[CH:14][N:15](C(C3C=CC=CC=3)(C3C=CC=CC=3)C3C=CC=CC=3)[CH:16]=2)=[CH:2]1.[OH-].[Na+], predict the reaction product. The product is: [O:1]1[C:5]2[CH:6]=[CH:7][CH:8]=[CH:9][C:4]=2[C:3]([CH2:10][CH2:11][C:12]2[N:13]=[CH:14][NH:15][CH:16]=2)=[CH:2]1. (2) Given the reactants Br[C:2]1[CH:7]=[CH:6][C:5]([Cl:8])=[CH:4][N:3]=1.CC1(C)C(C)(C)OB([C:17]2[CH2:18][CH2:19][N:20]([NH:23][C:24]([O:26][C:27]([CH3:30])([CH3:29])[CH3:28])=[O:25])[CH2:21][CH:22]=2)O1.C(=O)([O-])[O-].[K+].[K+], predict the reaction product. The product is: [Cl:8][C:5]1[CH:6]=[CH:7][C:2]([C:17]2[CH2:22][CH2:21][N:20]([NH:23][C:24]([O:26][C:27]([CH3:30])([CH3:29])[CH3:28])=[O:25])[CH2:19][CH:18]=2)=[N:3][CH:4]=1. (3) Given the reactants [CH3:1][C@H:2]1[NH:7][C@@H:6]([CH3:8])[CH2:5][N:4]([CH2:9][C:10]([NH:12][C:13]2[CH:22]=[CH:21][CH:20]=[C:19]3[C:14]=2[CH:15]=[CH:16][CH:17]=[N:18]3)=[O:11])[CH2:3]1.[C:23]([C:25]1[CH:30]=[CH:29][C:28]([S:31](Cl)(=[O:33])=[O:32])=[CH:27][CH:26]=1)#[N:24], predict the reaction product. The product is: [CH3:1][C@H:2]1[N:7]([S:31]([C:28]2[CH:27]=[CH:26][C:25]([C:23]#[N:24])=[CH:30][CH:29]=2)(=[O:33])=[O:32])[C@@H:6]([CH3:8])[CH2:5][N:4]([CH2:9][C:10]([NH:12][C:13]2[CH:22]=[CH:21][CH:20]=[C:19]3[C:14]=2[CH:15]=[CH:16][CH:17]=[N:18]3)=[O:11])[CH2:3]1. (4) Given the reactants [CH3:1][C:2]1[CH:7]=[C:6]([C:8]2[C:16]3[C:11](=[CH:12][CH:13]=[C:14]([C:17](O)=[O:18])[CH:15]=3)[N:10]([C:20]([C:33]3[CH:38]=[CH:37][CH:36]=[CH:35][CH:34]=3)([C:27]3[CH:32]=[CH:31][CH:30]=[CH:29][CH:28]=3)[C:21]3[CH:26]=[CH:25][CH:24]=[CH:23][CH:22]=3)[N:9]=2)[CH:5]=[CH:4][N:3]=1.[NH2:39][N:40]1[CH2:45][CH2:44][CH2:43][C:42]([CH2:55][OH:56])([O:46][C:47]2[CH:52]=[C:51]([F:53])[CH:50]=[CH:49][C:48]=2[F:54])[CH2:41]1.CN(C(ON1N=NC2C=CC=NC1=2)=[N+](C)C)C.F[P-](F)(F)(F)(F)F.CCN(C(C)C)C(C)C, predict the reaction product. The product is: [F:54][C:48]1[CH:49]=[CH:50][C:51]([F:53])=[CH:52][C:47]=1[O:46][C:42]1([CH2:55][OH:56])[CH2:43][CH2:44][CH2:45][N:40]([NH:39][C:17]([C:14]2[CH:15]=[C:16]3[C:11](=[CH:12][CH:13]=2)[N:10]([C:20]([C:33]2[CH:34]=[CH:35][CH:36]=[CH:37][CH:38]=2)([C:21]2[CH:26]=[CH:25][CH:24]=[CH:23][CH:22]=2)[C:27]2[CH:28]=[CH:29][CH:30]=[CH:31][CH:32]=2)[N:9]=[C:8]3[C:6]2[CH:5]=[CH:4][N:3]=[C:2]([CH3:1])[CH:7]=2)=[O:18])[CH2:41]1. (5) Given the reactants [F:1][C:2]1([F:33])[O:6][C:5]2[CH:7]=[CH:8][C:9]([C:11]3([C:14]([NH:16][C:17]4[N:18]=[C:19]([C:27]5[CH:32]=[CH:31][CH:30]=[CH:29][CH:28]=5)[C:20]5[C:25]([CH:26]=4)=[CH:24][CH:23]=[CH:22][CH:21]=5)=[O:15])[CH2:13][CH2:12]3)=[CH:10][C:4]=2[O:3]1.BrC1C2C(=CC=CC=2)C=C(NC(C2(C3C=CC4OC(F)(F)OC=4C=3)CC2)=O)N=1.[CH3:62][N:63]1[CH2:68][CH2:67][N:66]([C:69](C2C=CC(B(O)O)=CC=2)=[O:70])[CH2:65][CH2:64]1, predict the reaction product. The product is: [F:33][C:2]1([F:1])[O:6][C:5]2[CH:7]=[CH:8][C:9]([C:11]3([C:14]([NH:16][C:17]4[N:18]=[C:19]([C:27]5[CH:28]=[CH:29][C:30]([C:69]([N:66]6[CH2:67][CH2:68][N:63]([CH3:62])[CH2:64][CH2:65]6)=[O:70])=[CH:31][CH:32]=5)[C:20]5[C:25]([CH:26]=4)=[CH:24][CH:23]=[CH:22][CH:21]=5)=[O:15])[CH2:13][CH2:12]3)=[CH:10][C:4]=2[O:3]1. (6) Given the reactants Br[C:2]1[N:7]=[C:6]([NH:8][C:9](=[O:14])[C:10]([CH3:13])([CH3:12])[CH3:11])[CH:5]=[CH:4][CH:3]=1.[CH:15]1(B(O)O)[CH2:17][CH2:16]1.P([O-])([O-])([O-])=O.[K+].[K+].[K+], predict the reaction product. The product is: [CH:15]1([C:2]2[N:7]=[C:6]([NH:8][C:9](=[O:14])[C:10]([CH3:13])([CH3:12])[CH3:11])[CH:5]=[CH:4][CH:3]=2)[CH2:17][CH2:16]1. (7) Given the reactants [CH2:1]([O:3][C:4]([C:6]1[CH:7]=[C:8]([C:12]2[CH:17]=[CH:16][CH:15]=[CH:14][C:13]=2[CH2:18][N:19]2[C:27]3[C:22](=[CH:23][C:24]([C:28]([OH:30])=O)=[CH:25][CH:26]=3)[CH:21]=[CH:20]2)[CH:9]=[CH:10][CH:11]=1)=[O:5])[CH3:2].[N+:31]([C:34]1[CH:39]=[CH:38][C:37]([C@@H:40]([NH2:42])[CH3:41])=[CH:36][CH:35]=1)([O-:33])=[O:32], predict the reaction product. The product is: [N+:31]([C:34]1[CH:35]=[CH:36][C:37]([C@@H:40]([NH:42][C:28]([C:24]2[CH:23]=[C:22]3[C:27](=[CH:26][CH:25]=2)[N:19]([CH2:18][C:13]2[CH:14]=[CH:15][CH:16]=[CH:17][C:12]=2[C:8]2[CH:9]=[CH:10][CH:11]=[C:6]([C:4]([O:3][CH2:1][CH3:2])=[O:5])[CH:7]=2)[CH:20]=[CH:21]3)=[O:30])[CH3:41])=[CH:38][CH:39]=1)([O-:33])=[O:32]. (8) The product is: [OH:9][C:10]1[C:11](=[O:12])[C:13]2[C:14](=[CH:15][CH:16]=[CH:17][CH:18]=2)[O:8][C:1]=1[C:2]1[CH:7]=[CH:6][CH:5]=[CH:4][CH:3]=1. Given the reactants [CH:1](=[O:8])[C:2]1[CH:7]=[CH:6][CH:5]=[CH:4][CH:3]=1.[OH:9][CH2:10][C:11]([C:13]1[CH:18]=[CH:17][CH:16]=[CH:15][CH:14]=1)=[O:12].[OH-].[Na+].OO.Cl, predict the reaction product. (9) Given the reactants [OH:1][CH2:2][CH2:3][CH2:4][C:5]1[C:13]2[O:12][CH2:11][CH:10]([C:14]3[CH:19]=[CH:18][C:17]([CH:20]([CH3:22])[CH3:21])=[CH:16][CH:15]=3)[C:9]=2[C:8]([CH3:23])=[C:7]([NH:24][C:25](=[O:32])OCC(Cl)(Cl)Cl)[C:6]=1[CH3:33].[NH2:34][CH2:35][CH2:36][OH:37], predict the reaction product. The product is: [OH:37][CH2:36][CH2:35][NH:34][C:25]([NH:24][C:7]1[C:6]([CH3:33])=[C:5]([CH2:4][CH2:3][CH2:2][OH:1])[C:13]2[O:12][CH2:11][CH:10]([C:14]3[CH:15]=[CH:16][C:17]([CH:20]([CH3:22])[CH3:21])=[CH:18][CH:19]=3)[C:9]=2[C:8]=1[CH3:23])=[O:32].